This data is from Catalyst prediction with 721,799 reactions and 888 catalyst types from USPTO. The task is: Predict which catalyst facilitates the given reaction. Reactant: [CH3:1][N:2]([CH3:25])[CH2:3][CH2:4][N:5]1[C:11](=[O:12])[C@H:10]([OH:13])[C@H:9]([C:14]2[CH:19]=[CH:18][C:17]([OH:20])=[CH:16][CH:15]=2)[S:8][C:7]2[CH:21]=[CH:22][CH:23]=[CH:24][C:6]1=2.C(N(CC)CC)C.C1C=CC(N([S:40]([C:43]([F:46])([F:45])[F:44])(=[O:42])=[O:41])[S:40]([C:43]([F:46])([F:45])[F:44])(=[O:42])=[O:41])=CC=1. Product: [F:44][C:43]([F:46])([F:45])[S:40]([O:20][C:17]1[CH:18]=[CH:19][C:14]([C@@H:9]2[S:8][C:7]3[CH:21]=[CH:22][CH:23]=[CH:24][C:6]=3[N:5]([CH2:4][CH2:3][N:2]([CH3:25])[CH3:1])[C:11](=[O:12])[C@@H:10]2[OH:13])=[CH:15][CH:16]=1)(=[O:42])=[O:41]. The catalyst class is: 2.